Predict the reaction yield, written as a fraction of the theoretical maximum amount of product (1.0 means a 100% yield; for example, 0.34 means a 34% yield). From a dataset of Reaction yield outcomes from USPTO patents with 853,638 reactions. (1) The reactants are [F:1][C@H:2]1[C@@H:7]([NH:8][C:9](=[O:15])[O:10][C:11]([CH3:14])([CH3:13])[CH3:12])[CH2:6][CH2:5][NH:4][CH2:3]1.CO[C:18]1(O[Si](C)(C)C)[CH2:20][CH2:19]1.CC(O)=O.[BH3-]C#N.[Na+]. The catalyst is CO. The product is [CH:18]1([N:4]2[CH2:5][CH2:6][C@H:7]([NH:8][C:9](=[O:15])[O:10][C:11]([CH3:12])([CH3:14])[CH3:13])[C@H:2]([F:1])[CH2:3]2)[CH2:20][CH2:19]1. The yield is 1.00. (2) The product is [Br:1][C:2]1[C:10]2[CH:9]=[N:8][C:7]([Cl:11])=[N:6][C:5]=2[N:4]([C@H:23]2[CH2:24][CH2:25][C@H:20]([O:19][Si:12]([C:15]([CH3:18])([CH3:17])[CH3:16])([CH3:13])[CH3:14])[CH2:21][CH2:22]2)[CH:3]=1. The yield is 0.720. The reactants are [Br:1][C:2]1[C:10]2[CH:9]=[N:8][C:7]([Cl:11])=[N:6][C:5]=2[NH:4][CH:3]=1.[Si:12]([O:19][C@@H:20]1[CH2:25][CH2:24][C@H:23](O)[CH2:22][CH2:21]1)([C:15]([CH3:18])([CH3:17])[CH3:16])([CH3:14])[CH3:13].C(C=P(C)(C)C)#N. The catalyst is C1(C)C=CC=CC=1.